From a dataset of Catalyst prediction with 721,799 reactions and 888 catalyst types from USPTO. Predict which catalyst facilitates the given reaction. (1) Reactant: [C:1]1([C@H:7]([NH:9][C:10]([NH2:12])=[O:11])[CH3:8])[CH:6]=[CH:5][CH:4]=[CH:3][CH:2]=1.Cl[C:14]1[CH:22]=[C:21]2[C:17]([C:18]([C:42]3[CH:43]=[CH:44][C:45]4[N:49]=[N:48][N:47]([CH3:50])[C:46]=4[CH:51]=3)=[N:19][N:20]2[C:23]([C:36]2[CH:41]=[CH:40][CH:39]=[CH:38][CH:37]=2)([C:30]2[CH:35]=[CH:34][CH:33]=[CH:32][CH:31]=2)[C:24]2[CH:29]=[CH:28][CH:27]=[CH:26][CH:25]=2)=[CH:16][C:15]=1[C:52](OC)=[O:53].C([O-])([O-])=O.[Cs+].[Cs+]. Product: [CH3:50][N:47]1[C:46]2[CH:51]=[C:42]([C:18]3[C:17]4[CH:16]=[C:15]5[C:14](=[CH:22][C:21]=4[N:20]([C:23]([C:24]4[CH:29]=[CH:28][CH:27]=[CH:26][CH:25]=4)([C:30]4[CH:31]=[CH:32][CH:33]=[CH:34][CH:35]=4)[C:36]4[CH:41]=[CH:40][CH:39]=[CH:38][CH:37]=4)[N:19]=3)[NH:12][C:10](=[O:11])[N:9]([C@@H:7]([C:1]3[CH:6]=[CH:5][CH:4]=[CH:3][CH:2]=3)[CH3:8])[C:52]5=[O:53])[CH:43]=[CH:44][C:45]=2[N:49]=[N:48]1. The catalyst class is: 12. (2) Reactant: [NH2:1][C:2]1[N:3]=[C:4]([CH3:22])[C:5]2=[C:6]([CH2:8][C@H:9]([C:14]3[CH:19]=[CH:18][C:17]([F:20])=[CH:16][C:15]=3[Br:21])[NH:10]/[C:11]/2=[N:12]\[OH:13])[N:7]=1.C([O-])([O-])=O.[Cs+].[Cs+].I[CH2:30][CH2:31][C@H:32]1[CH2:36][O:35][C:34]([CH3:38])([CH3:37])[O:33]1. Product: [CH3:37][C:34]1([CH3:38])[O:33][C@@H:32]([CH2:31][CH2:30][O:13]/[N:12]=[C:11]2\[NH:10][C@@H:9]([C:14]3[CH:19]=[CH:18][C:17]([F:20])=[CH:16][C:15]=3[Br:21])[CH2:8][C:6]3[N:7]=[C:2]([NH2:1])[N:3]=[C:4]([CH3:22])[C:5]\2=3)[CH2:36][O:35]1. The catalyst class is: 3.